From a dataset of Full USPTO retrosynthesis dataset with 1.9M reactions from patents (1976-2016). Predict the reactants needed to synthesize the given product. (1) Given the product [F:25][C:20]1[CH:19]=[C:18]([C@H:8]2[NH:7][C:12](=[O:13])[C:11]([CH3:17])([CH3:16])[CH2:10][CH2:9]2)[CH:23]=[C:22]([F:24])[CH:21]=1, predict the reactants needed to synthesize it. The reactants are: C([S@@]([NH:7][C@H:8]([C:18]1[CH:23]=[C:22]([F:24])[CH:21]=[C:20]([F:25])[CH:19]=1)[CH2:9][CH2:10][C:11]([CH3:17])([CH3:16])[C:12](OC)=[O:13])=O)(C)(C)C.C(N(CC)CC)C. (2) Given the product [CH3:33][CH:21]([N:20]1[C:16]([C:14]2[S:15][C:11]([C:7]3[CH:8]=[CH:9][CH:10]=[C:5]([S:2]([CH3:1])(=[O:4])=[O:3])[CH:6]=3)=[CH:12][CH:13]=2)=[CH:17][C:18]([C:27]([F:30])([F:29])[F:28])=[N:19]1)[C:22]([OH:24])=[O:23], predict the reactants needed to synthesize it. The reactants are: [CH3:1][S:2]([C:5]1[CH:6]=[C:7]([C:11]2[S:15][C:14]([C:16]3[N:20]([CH2:21][C:22]([O:24]CC)=[O:23])[N:19]=[C:18]([C:27]([F:30])([F:29])[F:28])[CH:17]=3)=[CH:13][CH:12]=2)[CH:8]=[CH:9][CH:10]=1)(=[O:4])=[O:3].[OH-].[Li+].[CH2:33]1COCC1. (3) The reactants are: [CH2:1](Br)[CH3:2].[CH3:4][O:5][C:6]([N:8]1[CH:17]([C:18]([OH:20])=[O:19])[CH2:16][CH:15]2[CH:10]([CH2:11][CH2:12][C:13](=[O:21])[CH2:14]2)[CH2:9]1)=[O:7].C(N(CC)CC)C. Given the product [CH2:1]([O:19][C:18]([CH:17]1[CH2:16][CH:15]2[CH:10]([CH2:11][CH2:12][C:13](=[O:21])[CH2:14]2)[CH2:9][N:8]1[C:6]([O:5][CH3:4])=[O:7])=[O:20])[CH3:2], predict the reactants needed to synthesize it. (4) Given the product [CH3:1][CH:2]([OH:5])[CH2:3][OH:4].[CH2:6]([OH:14])[C:7]([CH2:12][OH:13])([CH2:10][OH:11])[CH2:8][OH:9].[CH3:15][C:16]1[C:17]([N:25]=[C:26]=[O:27])=[CH:18][C:19]([N:22]=[C:23]=[O:24])=[CH:20][CH:21]=1, predict the reactants needed to synthesize it. The reactants are: [CH3:1][CH:2]([OH:5])[CH2:3][OH:4].[CH2:6]([OH:14])[C:7]([CH2:12][OH:13])([CH2:10][OH:11])[CH2:8][OH:9].[CH3:15][C:16]1[C:17]([N:25]=[C:26]=[O:27])=[CH:18][C:19]([N:22]=[C:23]=[O:24])=[CH:20][CH:21]=1. (5) Given the product [Cl:12][C:13]1[CH:18]=[CH:17][CH:16]=[C:15]([S:9][C:6]2[CH:7]=[CH:8][C:3]([O:2][CH3:1])=[CH:4][CH:5]=2)[N:14]=1, predict the reactants needed to synthesize it. The reactants are: [CH3:1][O:2][C:3]1[CH:8]=[CH:7][C:6]([SH:9])=[CH:5][CH:4]=1.[H-].[Na+].[Cl:12][C:13]1[CH:18]=[CH:17][CH:16]=[C:15](Cl)[N:14]=1.